From a dataset of Full USPTO retrosynthesis dataset with 1.9M reactions from patents (1976-2016). Predict the reactants needed to synthesize the given product. Given the product [NH2:7][C@H:8]([CH2:25][C:26]1[CH:31]=[CH:30][N:29]=[CH:28][CH:27]=1)[C:9]([N:11]1[CH2:12][CH2:13][N:14]([C:17]2[CH:22]=[CH:21][CH:20]=[CH:19][C:18]=2[O:23][CH3:24])[CH2:15][CH2:16]1)=[O:10], predict the reactants needed to synthesize it. The reactants are: C(OC(=O)[NH:7][C@H:8]([CH2:25][C:26]1[CH:31]=[CH:30][N:29]=[CH:28][CH:27]=1)[C:9]([N:11]1[CH2:16][CH2:15][N:14]([C:17]2[CH:22]=[CH:21][CH:20]=[CH:19][C:18]=2[O:23][CH3:24])[CH2:13][CH2:12]1)=[O:10])(C)(C)C.Cl.